This data is from Peptide-MHC class II binding affinity with 134,281 pairs from IEDB. The task is: Regression. Given a peptide amino acid sequence and an MHC pseudo amino acid sequence, predict their binding affinity value. This is MHC class II binding data. (1) The peptide sequence is INGPTAAAIAYGLDR. The MHC is HLA-DQA10401-DQB10402 with pseudo-sequence HLA-DQA10401-DQB10402. The binding affinity (normalized) is 0.562. (2) The peptide sequence is MSWQTYVDEHLMCEI. The MHC is HLA-DQA10102-DQB10502 with pseudo-sequence HLA-DQA10102-DQB10502. The binding affinity (normalized) is 0.611. (3) The peptide sequence is SLYNTVATLYCVHAGIEV. The MHC is DRB1_0301 with pseudo-sequence DRB1_0301. The binding affinity (normalized) is 0.205. (4) The binding affinity (normalized) is 0.473. The MHC is HLA-DQA10401-DQB10402 with pseudo-sequence HLA-DQA10401-DQB10402. The peptide sequence is INEPTAAAIAYGLDY. (5) The peptide sequence is AAATAGTTVYGKFAA. The MHC is HLA-DPA10103-DPB10601 with pseudo-sequence HLA-DPA10103-DPB10601. The binding affinity (normalized) is 0.101. (6) The peptide sequence is IIFSKNLNIKLNMPL. The MHC is DRB1_1001 with pseudo-sequence DRB1_1001. The binding affinity (normalized) is 0.665. (7) The peptide sequence is EIDTDGDGFIDFNEF. The MHC is HLA-DQA10501-DQB10301 with pseudo-sequence HLA-DQA10501-DQB10301. The binding affinity (normalized) is 0.374. (8) The peptide sequence is KDGAFYVGGERLSTY. The MHC is DRB1_0101 with pseudo-sequence DRB1_0101. The binding affinity (normalized) is 0.565. (9) The peptide sequence is RFHLIKNTFGLLFYQ. The MHC is DRB1_1101 with pseudo-sequence DRB1_1101. The binding affinity (normalized) is 0.545.